The task is: Regression. Given a peptide amino acid sequence and an MHC pseudo amino acid sequence, predict their binding affinity value. This is MHC class I binding data.. This data is from Peptide-MHC class I binding affinity with 185,985 pairs from IEDB/IMGT. (1) The peptide sequence is EVVMAYVGIK. The MHC is H-2-Dd with pseudo-sequence H-2-Dd. The binding affinity (normalized) is 0.227. (2) The peptide sequence is AEHLKTAV. The MHC is H-2-Kk with pseudo-sequence H-2-Kk. The binding affinity (normalized) is 0.691. (3) The peptide sequence is ALMPLYACI. The MHC is Patr-A0701 with pseudo-sequence Patr-A0701. The binding affinity (normalized) is 0.350. (4) The peptide sequence is LTFLHTLYK. The MHC is HLA-A02:01 with pseudo-sequence HLA-A02:01. The binding affinity (normalized) is 0.0847.